Task: Predict the product of the given reaction.. Dataset: Forward reaction prediction with 1.9M reactions from USPTO patents (1976-2016) (1) Given the reactants [C:1]1([C:7]#[C:8][C:9]2[CH:10]=[C:11]([CH:14]=[CH:15][CH:16]=2)[CH:12]=O)[CH:6]=[CH:5][CH:4]=[CH:3][CH:2]=1.[C:17]1([C@H:27]([NH2:29])[CH3:28])[C:26]2[C:21](=[CH:22][CH:23]=[CH:24][CH:25]=2)[CH:20]=[CH:19][CH:18]=1, predict the reaction product. The product is: [C:17]1([C@H:27]([NH:29][CH2:12][C:11]2[CH:14]=[CH:15][CH:16]=[C:9]([C:8]#[C:7][C:1]3[CH:6]=[CH:5][CH:4]=[CH:3][CH:2]=3)[CH:10]=2)[CH3:28])[C:26]2[C:21](=[CH:22][CH:23]=[CH:24][CH:25]=2)[CH:20]=[CH:19][CH:18]=1. (2) Given the reactants [C:1]([C:3]1[CH:8]=[CH:7][CH:6]=[CH:5][N:4]=1)#[N:2].[BH4-].[Na+].[CH2:11]([OH:13])[CH3:12], predict the reaction product. The product is: [N:4]1[CH:5]=[CH:6][CH:7]=[CH:8][C:3]=1[C:1](=[NH:2])[O:13][CH2:11][CH3:12]. (3) Given the reactants Br[C:2]1[CH:3]=[C:4]([C:8]2[C:14]3[CH:15]=[C:16]([O:21][CH3:22])[C:17]([O:19][CH3:20])=[CH:18][C:13]=3[CH2:12][CH:11]([CH3:23])[N:10]([C:24]([NH:26][CH3:27])=[O:25])[N:9]=2)[CH:5]=[CH:6][CH:7]=1.[CH3:28][C:29]1[C:33](B(O)O)=[C:32]([CH3:37])[O:31][N:30]=1.C(=O)([O-])[O-].[K+].[K+], predict the reaction product. The product is: [CH3:28][C:29]1[C:33]([C:2]2[CH:3]=[C:4]([C:8]3[C:14]4[CH:15]=[C:16]([O:21][CH3:22])[C:17]([O:19][CH3:20])=[CH:18][C:13]=4[CH2:12][CH:11]([CH3:23])[N:10]([C:24]([NH:26][CH3:27])=[O:25])[N:9]=3)[CH:5]=[CH:6][CH:7]=2)=[C:32]([CH3:37])[O:31][N:30]=1. (4) Given the reactants [CH2:1]([N:5]([CH3:24])[C:6]([C:8]1[CH:9]=[C:10]([C:21](O)=[O:22])[CH:11]=[C:12]([C:14]2[CH:19]=[CH:18][C:17]([CH3:20])=[CH:16][CH:15]=2)[CH:13]=1)=[O:7])[CH:2]([CH3:4])[CH3:3].Cl.CN(C)CCCN=C=NCC.O.ON1C2C=CC=CC=2N=N1.[Cl:48][C:49]1[CH:54]=[CH:53][C:52]([CH2:55][NH2:56])=[CH:51][N:50]=1.C(N(CC)C(C)C)(C)C, predict the reaction product. The product is: [Cl:48][C:49]1[N:50]=[CH:51][C:52]([CH2:55][NH:56][C:21]([C:10]2[CH:11]=[C:12]([C:14]3[CH:19]=[CH:18][C:17]([CH3:20])=[CH:16][CH:15]=3)[CH:13]=[C:8]([C:6]([N:5]([CH2:1][CH:2]([CH3:4])[CH3:3])[CH3:24])=[O:7])[CH:9]=2)=[O:22])=[CH:53][CH:54]=1. (5) Given the reactants [CH2:1]([NH:8][CH2:9][CH2:10][CH2:11][OH:12])[C:2]1[CH:7]=[CH:6][CH:5]=[CH:4][CH:3]=1.C(N(CC)CC)C.[Cl:20][CH2:21][C:22](Cl)=[O:23], predict the reaction product. The product is: [CH2:1]([N:8]([CH2:9][CH2:10][CH2:11][OH:12])[C:22](=[O:23])[CH2:21][Cl:20])[C:2]1[CH:7]=[CH:6][CH:5]=[CH:4][CH:3]=1. (6) Given the reactants [CH3:1][C:2]1[CH:7]=[C:6]([CH3:8])[CH:5]=[C:4]([NH2:9])[C:3]=1[NH2:10].[CH3:11][C:12]1[C:17]([CH:18]=O)=[CH:16][N:15]=[C:14]([NH:20][CH2:21][CH2:22][CH2:23][CH:24]2[CH2:29][CH2:28][N:27]([CH3:30])[CH2:26][CH2:25]2)[N:13]=1.ClC1C(=O)C(C#N)=C(C#N)C(=O)C=1Cl.C(N(CC)CC)C, predict the reaction product. The product is: [CH3:1][C:2]1[C:3]2[N:10]=[C:18]([C:17]3[C:12]([CH3:11])=[N:13][C:14]([NH:20][CH2:21][CH2:22][CH2:23][CH:24]4[CH2:25][CH2:26][N:27]([CH3:30])[CH2:28][CH2:29]4)=[N:15][CH:16]=3)[NH:9][C:4]=2[CH:5]=[C:6]([CH3:8])[CH:7]=1. (7) Given the reactants [C:1]([O:5][C:6]([N:8]1[CH2:13][CH2:12][CH:11]([C:14]2[CH:19]=[CH:18][C:17]([NH2:20])=[C:16]([S:21]([CH3:24])(=[O:23])=[O:22])[CH:15]=2)[CH2:10][CH2:9]1)=[O:7])([CH3:4])([CH3:3])[CH3:2].[F:25][C:26]1[CH:27]=[C:28]2[C:32](=[CH:33][CH:34]=1)[N:31]([CH3:35])[C:30]([S:36](Cl)(=[O:38])=[O:37])=[CH:29]2, predict the reaction product. The product is: [C:1]([O:5][C:6]([N:8]1[CH2:13][CH2:12][CH:11]([C:14]2[CH:19]=[CH:18][C:17]([NH:20][S:36]([C:30]3[N:31]([CH3:35])[C:32]4[C:28]([CH:29]=3)=[CH:27][C:26]([F:25])=[CH:34][CH:33]=4)(=[O:38])=[O:37])=[C:16]([S:21]([CH3:24])(=[O:23])=[O:22])[CH:15]=2)[CH2:10][CH2:9]1)=[O:7])([CH3:4])([CH3:3])[CH3:2]. (8) Given the reactants [Br:1][C:2]1[CH:7]=[CH:6][C:5]([C:8]2[N:12]([CH:13]3[CH2:15][CH2:14]3)[C:11](=[O:16])[NH:10][CH:9]=2)=[CH:4][CH:3]=1.Cl[CH2:18][C:19]([O:21][CH2:22][CH3:23])=[O:20].C(=O)([O-])[O-].[K+].[K+], predict the reaction product. The product is: [CH2:22]([O:21][C:19](=[O:20])[CH2:18][N:10]1[CH:9]=[C:8]([C:5]2[CH:4]=[CH:3][C:2]([Br:1])=[CH:7][CH:6]=2)[N:12]([CH:13]2[CH2:14][CH2:15]2)[C:11]1=[O:16])[CH3:23]. (9) Given the reactants CO[CH:3]([O:14]C)[C:4]1[CH:9]=[CH:8][C:7](I)=[C:6]([N+:11]([O-])=O)[CH:5]=1.[C:16]1([NH:22][C:23](=O)[CH3:24])[CH:21]=[CH:20][CH:19]=[CH:18][CH:17]=1, predict the reaction product. The product is: [CH3:24][C:23]1[N:22]([C:16]2[CH:21]=[CH:20][CH:19]=[CH:18][CH:17]=2)[C:7]2[CH:8]=[CH:9][C:4]([CH:3]=[O:14])=[CH:5][C:6]=2[N:11]=1. (10) Given the reactants [CH3:1][N+:2]([O-])([CH3:4])[CH3:3].[C@@H:6]12[C@@H:11]([C:12]3[N:16]([CH:17]([CH3:19])[CH3:18])[N:15]=[C:14]([I:20])[CH:13]=3)[C@@H:10]1[CH2:9][CH:8]=[CH:7]2.C([N-]C(C)C)(C)C.[Li+], predict the reaction product. The product is: [I:20][C:14]1[CH:13]=[C:12]([C@H:11]2[C@@H:10]3[CH2:9][CH:8]4[C@H:7]([C@H:6]23)[CH2:3][N:2]([CH3:4])[CH2:1]4)[N:16]([CH:17]([CH3:19])[CH3:18])[N:15]=1.